This data is from Reaction yield outcomes from USPTO patents with 853,638 reactions. The task is: Predict the reaction yield, written as a fraction of the theoretical maximum amount of product (1.0 means a 100% yield; for example, 0.34 means a 34% yield). (1) The reactants are Br[C:2]1[CH:7]=[C:6]([C:8]([F:11])([F:10])[F:9])[C:5]2[CH2:12][O:13][C@@H:14]3[C@H:18]([C:4]=2[CH:3]=1)[CH2:17][N:16]([C:19]([O:21][C:22]([CH3:25])([CH3:24])[CH3:23])=[O:20])[CH2:15]3.C([O-])([O-])=O.[K+].[K+].B1(C=C)OB([CH:38]=[CH2:39])OB(C=C)O1.C1C=CN=CC=1. The catalyst is COCCOC.O.[Cl-].[Na+].O.C1C=CC([P]([Pd]([P](C2C=CC=CC=2)(C2C=CC=CC=2)C2C=CC=CC=2)([P](C2C=CC=CC=2)(C2C=CC=CC=2)C2C=CC=CC=2)[P](C2C=CC=CC=2)(C2C=CC=CC=2)C2C=CC=CC=2)(C2C=CC=CC=2)C2C=CC=CC=2)=CC=1. The product is [F:9][C:8]([F:11])([F:10])[C:6]1[C:5]2[CH2:12][O:13][C@@H:14]3[C@H:18]([C:4]=2[CH:3]=[C:2]([CH:38]=[CH2:39])[CH:7]=1)[CH2:17][N:16]([C:19]([O:21][C:22]([CH3:25])([CH3:24])[CH3:23])=[O:20])[CH2:15]3. The yield is 0.970. (2) The reactants are [CH3:1][O:2][C:3]([C@@H:5]1[CH2:9][C@@H:8]([OH:10])[CH2:7][N:6]1[C:11]([O:13][C:14]([CH3:17])([CH3:16])[CH3:15])=[O:12])=[O:4].[Cl:18][C:19]1[CH:24]=[CH:23][C:22](O)=[CH:21][CH:20]=1.C1(P(C2C=CC=CC=2)C2C=CC=CC=2)C=CC=CC=1.CC(OC(/N=N/C(OC(C)C)=O)=O)C. The catalyst is C1COCC1. The product is [CH3:1][O:2][C:3]([C@@H:5]1[CH2:9][C@H:8]([O:10][C:22]2[CH:23]=[CH:24][C:19]([Cl:18])=[CH:20][CH:21]=2)[CH2:7][N:6]1[C:11]([O:13][C:14]([CH3:17])([CH3:16])[CH3:15])=[O:12])=[O:4]. The yield is 0.690. (3) The reactants are [N:1]([C:4]1[CH:11]=[CH:10][C:7]([C:8]#[N:9])=[C:6]([C:12]([F:15])([F:14])[F:13])[CH:5]=1)=[C:2]=[S:3].[CH3:16][NH:17][C:18](=[O:33])[C:19]1[CH:24]=[CH:23][C:22]([NH:25][C:26]2([C:30]#N)[CH2:29][CH2:28][CH2:27]2)=[CH:21][C:20]=1[F:32].C[OH:35].Cl. The catalyst is CN(C=O)C.O. The product is [CH3:16][NH:17][C:18](=[O:33])[C:19]1[CH:24]=[CH:23][C:22]([N:25]2[C:2](=[S:3])[N:1]([C:4]3[CH:11]=[CH:10][C:7]([C:8]#[N:9])=[C:6]([C:12]([F:13])([F:15])[F:14])[CH:5]=3)[C:30](=[O:35])[C:26]32[CH2:29][CH2:28][CH2:27]3)=[CH:21][C:20]=1[F:32]. The yield is 0.570. (4) The reactants are [NH2:1][C:2]1[CH:7]=[C:6](Cl)[CH:5]=[CH:4][N:3]=1.[Cl:9][C:10]1[CH:15]=[C:14]([N+:16]([O-:18])=[O:17])[CH:13]=[CH:12][C:11]=1[OH:19].C(N(CC)C(C)C)(C)C. The catalyst is CS(C)=O. The product is [NH2:1][C:2]1[CH:7]=[C:6]([O:19][C:11]2[CH:12]=[CH:13][C:14]([N+:16]([O-:18])=[O:17])=[CH:15][C:10]=2[Cl:9])[CH:5]=[CH:4][N:3]=1. The yield is 0.110. (5) The reactants are [CH2:1]([O:3][S:4]([CH2:7]P(OCC)(OCC)=O)(=[O:6])=[O:5])[CH3:2].C([Li])CCC.[Cl:21][C:22]1[N:30]=[CH:29][N:28]=[C:27]2[C:23]=1[N:24]=[CH:25][N:26]2[CH:31]1[CH:35]2[O:36][C:37]([CH3:40])([CH3:39])[O:38][CH:34]2[CH:33]([CH:41]=O)[O:32]1. The catalyst is C1COCC1.CCCCCC. The product is [Cl:21][C:22]1[N:30]=[CH:29][N:28]=[C:27]2[C:23]=1[N:24]=[CH:25][N:26]2[C@H:31]1[C@@H:35]2[O:36][C:37]([CH3:40])([CH3:39])[O:38][C@@H:34]2[C@@H:33]([CH:41]=[CH:7][S:4]([O:3][CH2:1][CH3:2])(=[O:5])=[O:6])[O:32]1. The yield is 0.810. (6) The reactants are [CH2:1](/[C:3](/[N:10]=N/C(OC(C)(C)C)=O)=[CH:4]\[C:5]([O:7][CH2:8][CH3:9])=[O:6])[CH3:2].[C:19]1(N)[CH:24]=[CH:23][CH:22]=[CH:21][C:20]=1[NH2:25].O. The catalyst is O1CCCC1. The product is [CH2:1]([C:3]1[C:4]([C:5]([O:7][CH2:8][CH3:9])=[O:6])=[N:25][C:20]2[C:21]([N:10]=1)=[CH:22][CH:23]=[CH:24][CH:19]=2)[CH3:2]. The yield is 0.690. (7) The reactants are C([NH:5][S:6]([C:9]1[CH:14]=[CH:13][CH:12]=[C:11]([C:15]2[N:16]=[C:17]([C:20]3[CH:25]=[C:24]([C:26]4[CH:31]=[CH:30][C:29]([C:32]([F:35])([F:34])[F:33])=[CH:28][CH:27]=4)[CH:23]=[C:22]([CH3:36])[N:21]=3)[S:18][CH:19]=2)[CH:10]=1)(=[O:8])=[O:7])(C)(C)C.C(O)(C(F)(F)F)=O. The catalyst is ClCCl. The product is [CH3:36][C:22]1[N:21]=[C:20]([C:17]2[S:18][CH:19]=[C:15]([C:11]3[CH:10]=[C:9]([S:6]([NH2:5])(=[O:7])=[O:8])[CH:14]=[CH:13][CH:12]=3)[N:16]=2)[CH:25]=[C:24]([C:26]2[CH:31]=[CH:30][C:29]([C:32]([F:35])([F:33])[F:34])=[CH:28][CH:27]=2)[CH:23]=1. The yield is 0.560.